From a dataset of Retrosynthesis with 50K atom-mapped reactions and 10 reaction types from USPTO. Predict the reactants needed to synthesize the given product. (1) Given the product COC(=O)c1sccc1NS(=O)(=O)c1cc(Br)cc2c1OCC2, predict the reactants needed to synthesize it. The reactants are: COC(=O)c1sccc1N.O=S(=O)(Cl)c1cc(Br)cc2c1OCC2. (2) Given the product CCN1CCN(C(=O)c2ccc(-c3cc4c(N[C@H](C)c5ccccc5)ncnc4[nH]3)cc2)CC1, predict the reactants needed to synthesize it. The reactants are: CCN1CCNCC1.C[C@@H](Nc1ncnc2[nH]c(-c3ccc(C(=O)O)cc3)cc12)c1ccccc1.